From a dataset of Forward reaction prediction with 1.9M reactions from USPTO patents (1976-2016). Predict the product of the given reaction. (1) Given the reactants [C:1]([C:5]1[C:6]([OH:14])=[C:7]([CH3:13])[C:8]([CH3:12])=[C:9]([OH:11])[CH:10]=1)([CH3:4])([CH3:3])[CH3:2].O=[N+]([O-])[O-].[O-][N+](=O)[O-].[O-][N+](=O)[O-].[O-][N+](=O)[O-].[O-][N+](=O)[O-].[O-][N+](=O)[O-].[Ce+4].[NH4+].[NH4+].CCOC(C)=O.CCCCCCC, predict the reaction product. The product is: [C:1]([C:5]1[C:6](=[O:14])[C:7]([CH3:13])=[C:8]([CH3:12])[C:9](=[O:11])[CH:10]=1)([CH3:4])([CH3:2])[CH3:3]. (2) Given the reactants Br[C:2]1[CH:7]=[CH:6][C:5]([F:8])=[CH:4][N:3]=1.C([Li])CCC.CN([CH:17]=[O:18])C.[Cl-].[NH4+], predict the reaction product. The product is: [F:8][C:5]1[CH:6]=[CH:7][C:2]([CH:17]=[O:18])=[N:3][CH:4]=1. (3) Given the reactants [O:1]=[C:2]1[CH2:9][CH:8]2[N:10]([CH2:11][C@H:12]3[CH2:17][N:16](C([O-])=O)[CH2:15][CH2:14][N:13]3C([O-])=O)[CH:4]([CH2:5][O:6][CH2:7]2)[CH2:3]1.[OH:24][CH:25]1[CH2:32][CH:31]2[N:33]([CH2:34][C@H:35]3[CH2:40][N:39](C([O-])=O)[CH2:38][CH2:37][N:36]3C([O-])=O)[CH:27]([CH2:28][O:29][CH2:30]2)[CH2:26]1.O1CCOCC1.C(N(CC)CC)C.[N+:60]([C:63]1[S:67][C:66]([S:68](Cl)(=[O:70])=[O:69])=[CH:65][CH:64]=1)([O-:62])=[O:61], predict the reaction product. The product is: [N+:60]([C:63]1[S:67][C:66]([S:68]([N:16]2[CH2:15][CH2:14][NH:13][C@@H:12]([CH2:11][N:10]3[CH:8]4[CH2:9][CH:2]([OH:1])[CH2:3][CH:4]3[CH2:5][O:6][CH2:7]4)[CH2:17]2)(=[O:70])=[O:69])=[CH:65][CH:64]=1)([O-:62])=[O:61].[N+:60]([C:63]1[S:67][C:66]([S:68]([N:39]2[CH2:38][CH2:37][NH:36][C@@H:35]([CH2:34][N:33]3[CH:31]4[CH2:32][C:25](=[O:24])[CH2:26][CH:27]3[CH2:28][O:29][CH2:30]4)[CH2:40]2)(=[O:70])=[O:69])=[CH:65][CH:64]=1)([O-:62])=[O:61]. (4) Given the reactants [CH2:1]([O:3][C:4]1[CH:12]=[CH:11][CH:10]=[CH:9][C:5]=1[C:6]([NH2:8])=[O:7])[CH3:2].Cl[S:14]([OH:17])(=O)=[O:15].S(Cl)(Cl)=O.[CH2:22]([N:24]1[CH2:29][CH2:28][NH:27][CH2:26][CH2:25]1)[CH3:23], predict the reaction product. The product is: [CH2:1]([O:3][C:4]1[CH:12]=[CH:11][C:10]([S:14]([N:27]2[CH2:28][CH2:29][N:24]([CH2:22][CH3:23])[CH2:25][CH2:26]2)(=[O:17])=[O:15])=[CH:9][C:5]=1[C:6]([NH2:8])=[O:7])[CH3:2]. (5) Given the reactants Cl[CH2:2][C:3]1[CH:12]=[CH:11][CH:10]=[C:9]2[C:4]=1[CH:5]=[CH:6][C:7]([NH:13][CH2:14][C:15]1[O:16][C:17]([CH3:20])=[CH:18][CH:19]=1)=[N:8]2.[Na+].[Cl:22][C:23]1[CH:28]=[CH:27][C:26]([S:29]([O-:31])=[O:30])=[CH:25][CH:24]=1.O, predict the reaction product. The product is: [Cl:22][C:23]1[CH:28]=[CH:27][C:26]([S:29]([CH2:2][C:3]2[CH:12]=[CH:11][CH:10]=[C:9]3[C:4]=2[CH:5]=[CH:6][C:7]([NH:13][CH2:14][C:15]2[O:16][C:17]([CH3:20])=[CH:18][CH:19]=2)=[N:8]3)(=[O:31])=[O:30])=[CH:25][CH:24]=1. (6) Given the reactants CC(OI1(OC(C)=O)(OC(C)=O)OC(=O)C2C=CC=CC1=2)=O.[OH:23][CH2:24][C:25]1[CH:26]=[C:27]([CH:30]=[CH:31][C:32]=1[CH:33]1[C:38]2[C:39](=[O:42])[CH2:40][CH2:41][C:37]=2[N:36]([C:43]2[CH:48]=[CH:47][CH:46]=[C:45]([C:49]([F:52])([F:51])[F:50])[CH:44]=2)[C:35](=[O:53])[N:34]1[CH3:54])[C:28]#[N:29], predict the reaction product. The product is: [CH:24]([C:25]1[CH:26]=[C:27]([CH:30]=[CH:31][C:32]=1[CH:33]1[C:38]2[C:39](=[O:42])[CH2:40][CH2:41][C:37]=2[N:36]([C:43]2[CH:48]=[CH:47][CH:46]=[C:45]([C:49]([F:52])([F:51])[F:50])[CH:44]=2)[C:35](=[O:53])[N:34]1[CH3:54])[C:28]#[N:29])=[O:23]. (7) Given the reactants Br[CH2:2][CH2:3][C@@:4]1([CH2:17][CH:18]2[CH2:20][CH2:19]2)[C:9]([O:10][CH3:11])=[N:8][C@H:7]([CH:12]([CH3:14])[CH3:13])[C:6]([O:15][CH3:16])=[N:5]1.[CH3:21][NH:22][CH3:23].C1COCC1, predict the reaction product. The product is: [CH:18]1([CH2:17][C@:4]2([CH2:3][CH2:2][N:22]([CH3:23])[CH3:21])[C:9]([O:10][CH3:11])=[N:8][C@H:7]([CH:12]([CH3:14])[CH3:13])[C:6]([O:15][CH3:16])=[N:5]2)[CH2:20][CH2:19]1. (8) The product is: [N:8]1([C:6]([O:5][C:1]([CH3:4])([CH3:2])[CH3:3])=[O:7])[CH2:13][CH2:12][N:11]([C:14]([O:16][C:17]([CH3:20])([CH3:19])[CH3:18])=[O:15])[CH2:10][CH:9]1[C:21]([O:23][CH3:24])=[O:22]. Given the reactants [C:1]([O:5][C:6]([N:8]1[CH2:13][CH2:12][N:11]([C:14]([O:16][C:17]([CH3:20])([CH3:19])[CH3:18])=[O:15])[CH2:10][CH:9]1[C:21]([OH:23])=[O:22])=[O:7])([CH3:4])([CH3:3])[CH3:2].[C:24]([O-])([O-])=O.[Cs+].[Cs+].CI, predict the reaction product. (9) Given the reactants [F:1][C:2]([F:22])([F:21])[C:3]1[CH:4]=[C:5]([C:9]2[CH:10]=[CH:11][C:12]3[N:18]4[CH2:19][C@H:15]([CH2:16][CH2:17]4)[NH:14][C:13]=3[N:20]=2)[CH:6]=[CH:7][CH:8]=1.ClC(Cl)(O[C:27](=[O:33])OC(Cl)(Cl)Cl)Cl.C(N(CC)CC)C.[F:42][C:43]([F:55])([F:54])[C:44]1([C:47]2[CH:48]=[C:49]([CH:51]=[CH:52][CH:53]=2)[NH2:50])[N:46]=[N:45]1, predict the reaction product. The product is: [F:55][C:43]([F:42])([F:54])[C:44]1([C:47]2[CH:48]=[C:49]([NH:50][C:27]([N:14]3[C@@H:15]4[CH2:19][N:18]([CH2:17][CH2:16]4)[C:12]4[CH:11]=[CH:10][C:9]([C:5]5[CH:6]=[CH:7][CH:8]=[C:3]([C:2]([F:21])([F:1])[F:22])[CH:4]=5)=[N:20][C:13]3=4)=[O:33])[CH:51]=[CH:52][CH:53]=2)[N:45]=[N:46]1.